From a dataset of Reaction yield outcomes from USPTO patents with 853,638 reactions. Predict the reaction yield, written as a fraction of the theoretical maximum amount of product (1.0 means a 100% yield; for example, 0.34 means a 34% yield). (1) The reactants are [CH:1]1([N:4]2[C:13]3[C:8](=[C:9]([F:17])[C:10]([F:16])=[C:11](F)[C:12]=3[F:14])[C:7](=[O:18])[C:6]([C:19]([OH:21])=[O:20])=[CH:5]2)[CH2:3][CH2:2]1.[N:22]1[CH:27]=[CH:26][CH:25]=[CH:24][C:23]=1[NH:28][CH2:29][CH2:30][NH2:31].C(N(CC)CC)C. The catalyst is CCO. The product is [CH:1]1([N:4]2[C:13]3[C:8](=[C:9]([F:17])[C:10]([F:16])=[C:11]([NH:31][CH2:30][CH2:29][NH:28][C:23]4[CH:24]=[CH:25][CH:26]=[CH:27][N:22]=4)[C:12]=3[F:14])[C:7](=[O:18])[C:6]([C:19]([OH:21])=[O:20])=[CH:5]2)[CH2:3][CH2:2]1. The yield is 0.560. (2) The reactants are [Cl:1][C:2]1[CH:3]=[C:4](Br)[CH:5]=[CH:6][C:7]=1[F:8].[NH:10]1[C:18]2[C:13](=[CH:14][CH:15]=[CH:16][CH:17]=2)[C:12]2([CH:22](B(O)O)[CH2:21][CH2:20][CH2:19]2)[C:11]1=[O:26].C(=O)([O-])[O-].[Na+].[Na+].[OH-].[Na+]. The catalyst is COCCOC.O.C1C=CC([P]([Pd]([P](C2C=CC=CC=2)(C2C=CC=CC=2)C2C=CC=CC=2)([P](C2C=CC=CC=2)(C2C=CC=CC=2)C2C=CC=CC=2)[P](C2C=CC=CC=2)(C2C=CC=CC=2)C2C=CC=CC=2)(C2C=CC=CC=2)C2C=CC=CC=2)=CC=1. The product is [Cl:1][C:2]1[CH:3]=[C:4]([C:15]2[CH:14]=[C:13]3[C:18](=[CH:17][CH:16]=2)[NH:10][C:11](=[O:26])[C:12]23[CH2:22][CH2:21][CH2:20][CH2:19]2)[CH:5]=[CH:6][C:7]=1[F:8]. The yield is 0.660. (3) The product is [C:40]1([CH:37]([C:18]2[C:19]([O:33][CH2:34][CH2:35][CH3:36])=[C:20]([NH:22][C:23]([NH:25][C:26]3[CH:27]=[CH:28][C:29]([CH3:32])=[CH:30][CH:31]=3)=[O:24])[CH:21]=[C:16]([C:7]3[CH:8]=[CH:9][CH:10]=[CH:11][C:6]=3[C:5]3[NH:4][N:3]=[N:2][N:1]=3)[CH:17]=2)[CH:38]=[CH2:39])[CH:41]=[CH:42][CH:43]=[CH:44][CH:45]=1. The catalyst is CN(C=O)C.C1C=CC([P]([Pd]([P](C2C=CC=CC=2)(C2C=CC=CC=2)C2C=CC=CC=2)([P](C2C=CC=CC=2)(C2C=CC=CC=2)C2C=CC=CC=2)[P](C2C=CC=CC=2)(C2C=CC=CC=2)C2C=CC=CC=2)(C2C=CC=CC=2)C2C=CC=CC=2)=CC=1. The reactants are [NH:1]1[C:5]([C:6]2[CH:11]=[CH:10][CH:9]=[CH:8][C:7]=2B(O)O)=[N:4][N:3]=[N:2]1.Br[C:16]1[CH:17]=[C:18]([CH:37]([C:40]2[CH:45]=[CH:44][CH:43]=[CH:42][CH:41]=2)[CH:38]=[CH2:39])[C:19]([O:33][CH2:34][CH2:35][CH3:36])=[C:20]([NH:22][C:23]([NH:25][C:26]2[CH:31]=[CH:30][C:29]([CH3:32])=[CH:28][CH:27]=2)=[O:24])[CH:21]=1.C(=O)([O-])[O-].[K+].[K+].CC(O)=O. The yield is 0.544. (4) The reactants are [NH2:1][C:2]1[NH:6][N:5]=[C:4]([NH:7][C:8]2[CH:13]=[CH:12][CH:11]=[C:10]([Cl:14])[CH:9]=2)[C:3]=1[C:15]([NH2:17])=[O:16].[F:18][C:19]([F:36])([F:35])[C:20]1[CH:21]=[CH:22][C:23]([O:26][C:27]2[CH:34]=[CH:33][C:30]([CH:31]=O)=[CH:29][CH:28]=2)=[N:24][CH:25]=1.[BH4-].[Na+]. The catalyst is CCO.N1CCCCC1. The product is [Cl:14][C:10]1[CH:9]=[C:8]([NH:7][C:4]2[C:3]([C:15]([NH2:17])=[O:16])=[C:2]([NH:1][CH2:31][C:30]3[CH:29]=[CH:28][C:27]([O:26][C:23]4[CH:22]=[CH:21][C:20]([C:19]([F:36])([F:18])[F:35])=[CH:25][N:24]=4)=[CH:34][CH:33]=3)[NH:6][N:5]=2)[CH:13]=[CH:12][CH:11]=1. The yield is 0.700. (5) The reactants are COCCOC[N:7]1[C:15](=[O:16])[C:14]2[N:13]=[C:12]([S:17][C:18]3[CH:23]=[CH:22][C:21]([C:24]([F:27])([F:26])[F:25])=[CH:20][CH:19]=3)[N:11]([CH2:28][CH2:29][CH2:30][CH3:31])[C:10]=2[N:9]=C1.[OH-].[Na+].Cl. No catalyst specified. The product is [F:27][C:24]([F:25])([F:26])[C:21]1[CH:22]=[CH:23][C:18]([S:17][C:12]2[N:11]([CH2:28][CH2:29][CH2:30][CH3:31])[C:10]([NH2:9])=[C:14]([C:15]([NH2:7])=[O:16])[N:13]=2)=[CH:19][CH:20]=1. The yield is 0.210. (6) The reactants are [Cl-].O[NH3+:3].[C:4](=[O:7])([O-])[OH:5].[Na+].CS(C)=O.[CH2:13]([C:17]1[N:21]([CH2:22][C:23]2[CH:28]=[CH:27][C:26]([C:29]3[C:30]([C:35]#[N:36])=[CH:31][CH:32]=[CH:33][CH:34]=3)=[CH:25][CH:24]=2)[C:20](=[O:37])[N:19]([C:38]2[CH:43]=[CH:42][CH:41]=[CH:40][CH:39]=2)[N:18]=1)[CH2:14][CH2:15][CH3:16]. The catalyst is C(OCC)(=O)C. The product is [CH2:13]([C:17]1[N:21]([CH2:22][C:23]2[CH:28]=[CH:27][C:26]([C:29]3[CH:34]=[CH:33][CH:32]=[CH:31][C:30]=3[C:35]3[NH:3][C:4](=[O:7])[O:5][N:36]=3)=[CH:25][CH:24]=2)[C:20](=[O:37])[N:19]([C:38]2[CH:43]=[CH:42][CH:41]=[CH:40][CH:39]=2)[N:18]=1)[CH2:14][CH2:15][CH3:16]. The yield is 0.340.